Dataset: Catalyst prediction with 721,799 reactions and 888 catalyst types from USPTO. Task: Predict which catalyst facilitates the given reaction. Product: [C:9]1([C:5]2[N:4]([CH2:3][CH2:2][N:19]3[C:15](=[O:25])[C:16]4[C:17](=[CH:21][CH:22]=[CH:23][CH:24]=4)[C:18]3=[O:20])[CH:8]=[CH:7][N:6]=2)[CH:14]=[CH:13][CH:12]=[CH:11][CH:10]=1. Reactant: Cl[CH2:2][CH2:3][N:4]1[CH:8]=[CH:7][N:6]=[C:5]1[C:9]1[CH:14]=[CH:13][CH:12]=[CH:11][CH:10]=1.[C:15]1(=[O:25])[NH:19][C:18](=[O:20])[C:17]2=[CH:21][CH:22]=[CH:23][CH:24]=[C:16]12.[K]. The catalyst class is: 3.